This data is from Merck oncology drug combination screen with 23,052 pairs across 39 cell lines. The task is: Regression. Given two drug SMILES strings and cell line genomic features, predict the synergy score measuring deviation from expected non-interaction effect. (1) Drug 1: N#Cc1ccc(Cn2cncc2CN2CCN(c3cccc(Cl)c3)C(=O)C2)cc1. Drug 2: CCc1cnn2c(NCc3ccc[n+]([O-])c3)cc(N3CCCCC3CCO)nc12. Cell line: A375. Synergy scores: synergy=17.9. (2) Drug 1: O=S1(=O)NC2(CN1CC(F)(F)F)C1CCC2Cc2cc(C=CCN3CCC(C(F)(F)F)CC3)ccc2C1. Drug 2: NC(=O)c1cccc2cn(-c3ccc(C4CCCNC4)cc3)nc12. Cell line: OV90. Synergy scores: synergy=-5.72.